The task is: Regression. Given two drug SMILES strings and cell line genomic features, predict the synergy score measuring deviation from expected non-interaction effect.. This data is from NCI-60 drug combinations with 297,098 pairs across 59 cell lines. (1) Drug 1: C1=C(C(=O)NC(=O)N1)F. Drug 2: C1=CC(=C(C=C1I)F)NC2=C(C=CC(=C2F)F)C(=O)NOCC(CO)O. Cell line: NCIH23. Synergy scores: CSS=55.2, Synergy_ZIP=-7.10, Synergy_Bliss=-6.95, Synergy_Loewe=2.31, Synergy_HSA=5.09. (2) Drug 1: CC12CCC3C(C1CCC2O)C(CC4=C3C=CC(=C4)O)CCCCCCCCCS(=O)CCCC(C(F)(F)F)(F)F. Drug 2: C1=NC2=C(N1)C(=S)N=CN2. Cell line: DU-145. Synergy scores: CSS=42.4, Synergy_ZIP=2.15, Synergy_Bliss=2.75, Synergy_Loewe=-25.7, Synergy_HSA=0.688.